From a dataset of Catalyst prediction with 721,799 reactions and 888 catalyst types from USPTO. Predict which catalyst facilitates the given reaction. (1) Product: [CH:1]([C:5]1[CH:10]=[C:9]([CH3:11])[NH:8][C:7](=[O:12])[C:6]=1[CH2:13][NH2:14])([CH2:3][CH3:4])[CH3:2]. Reactant: [CH:1]([C:5]1[CH:10]=[C:9]([CH3:11])[NH:8][C:7](=[O:12])[C:6]=1[C:13]#[N:14])([CH2:3][CH3:4])[CH3:2].N. The catalyst class is: 94. (2) Reactant: [Li+].CC([N-]C(C)C)C.[Cl:9][C:10]1[CH:15]=[CH:14][CH:13]=[CH:12][C:11]=1[C:16]1[S:17][CH:18]=[CH:19][N:20]=1.N1(C=O)CC[O:24][CH2:23]C1. Product: [Cl:9][C:10]1[CH:15]=[CH:14][CH:13]=[CH:12][C:11]=1[C:16]1[S:17][C:18]([CH:23]=[O:24])=[CH:19][N:20]=1. The catalyst class is: 1.